This data is from Forward reaction prediction with 1.9M reactions from USPTO patents (1976-2016). The task is: Predict the product of the given reaction. Given the reactants [CH3:1][N:2]([CH3:16])[CH2:3][CH2:4][CH2:5][NH:6][C:7]([NH:9][C:10]1[CH:15]=[CH:14][CH:13]=[CH:12][CH:11]=1)=[S:8].Br[CH:18]([C:21]1[CH:26]=[CH:25][CH:24]=[CH:23][CH:22]=1)[CH:19]=O, predict the reaction product. The product is: [CH3:16][N:2]([CH3:1])[CH2:3][CH2:4][CH2:5][N:6]1[CH:19]=[C:18]([C:21]2[CH:26]=[CH:25][CH:24]=[CH:23][CH:22]=2)[S:8][C:7]1=[N:9][C:10]1[CH:15]=[CH:14][CH:13]=[CH:12][CH:11]=1.